This data is from Reaction yield outcomes from USPTO patents with 853,638 reactions. The task is: Predict the reaction yield, written as a fraction of the theoretical maximum amount of product (1.0 means a 100% yield; for example, 0.34 means a 34% yield). (1) The reactants are [CH2:1]([CH2:3][NH2:4])[OH:2].Cl[C:6]([O:8][CH2:9][C:10]1[CH:15]=[CH:14][CH:13]=[CH:12][CH:11]=1)=[O:7]. The catalyst is C(Cl)Cl. The product is [CH2:9]([O:8][C:6](=[O:7])[NH:4][CH2:3][CH2:1][OH:2])[C:10]1[CH:15]=[CH:14][CH:13]=[CH:12][CH:11]=1. The yield is 0.700. (2) The catalyst is C(OCC)(=O)C.O=[Pt]=O. The yield is 0.890. The reactants are [CH3:1][N:2]([C:7](=[O:31])[C:8]1[CH:13]=[C:12]([Cl:14])[C:11]([O:15][C:16]2[CH:21]=[C:20]([CH:22]([CH3:24])[CH3:23])[C:19]([O:25][CH3:26])=[C:18]([N+:27]([O-])=O)[CH:17]=2)=[C:10]([Cl:30])[CH:9]=1)[CH2:3][C:4]([OH:6])=[O:5]. The product is [CH3:1][N:2]([C:7](=[O:31])[C:8]1[CH:13]=[C:12]([Cl:14])[C:11]([O:15][C:16]2[CH:21]=[C:20]([CH:22]([CH3:24])[CH3:23])[C:19]([O:25][CH3:26])=[C:18]([NH2:27])[CH:17]=2)=[C:10]([Cl:30])[CH:9]=1)[CH2:3][C:4]([OH:6])=[O:5]. (3) The reactants are [CH3:1][NH:2][C@H:3]([CH2:5]/[CH:6]=[CH:7]/[C:8]1[CH:9]=[N:10][CH:11]=[C:12]([O:14][CH:15]([CH3:17])[CH3:16])[CH:13]=1)[CH3:4].[O:18]=[C:19]([OH:31])[C@@H:20]([C@H:22]([C@H:24]([C@@H:26]([C:28]([OH:30])=[O:29])[OH:27])[OH:25])[OH:23])[OH:21].O. The catalyst is C(O)C. The product is [O:18]=[C:19]([OH:31])[C@@H:20]([C@H:22]([C@H:24]([C@@H:26]([C:28]([OH:30])=[O:29])[OH:27])[OH:25])[OH:23])[OH:21].[CH3:1][NH:2][C@H:3]([CH2:5]/[CH:6]=[CH:7]/[C:8]1[CH:9]=[N:10][CH:11]=[C:12]([O:14][CH:15]([CH3:17])[CH3:16])[CH:13]=1)[CH3:4].[CH3:1][NH:2][C@H:3]([CH2:5]/[CH:6]=[CH:7]/[C:8]1[CH:9]=[N:10][CH:11]=[C:12]([O:14][CH:15]([CH3:17])[CH3:16])[CH:13]=1)[CH3:4]. The yield is 0.260. (4) The reactants are [F:1][C:2]1[CH:3]=[C:4]([C:9]2[N:14]=[CH:13][CH:12]=[CH:11][N:10]=2)[CH:5]=[C:6]([F:8])[CH:7]=1.[N+:15]([O-])([OH:17])=[O:16]. The catalyst is OS(O)(=O)=O.O. The product is [F:1][C:2]1[C:3]([N+:15]([O-:17])=[O:16])=[C:4]([C:9]2[N:10]=[CH:11][CH:12]=[CH:13][N:14]=2)[CH:5]=[C:6]([F:8])[CH:7]=1. The yield is 1.00. (5) The reactants are [CH2:1]([N:4]1[C@H:9]([CH3:10])[CH2:8][N:7](C(OCC)=O)[C@@H:6]([CH3:16])[CH2:5]1)[CH:2]=[CH2:3].[OH-].[K+].C(=O)=O.C1(C)C=CC=CC=1. The catalyst is C(O)C. The product is [CH2:1]([N:4]1[CH2:5][C@@H:6]([CH3:16])[NH:7][CH2:8][C@@H:9]1[CH3:10])[CH:2]=[CH2:3]. The yield is 0.690. (6) The reactants are [CH3:1][C:2]1[CH:7]=[CH:6][C:5]([S:8]([N:11]([C@H:16]([C:41]([NH2:43])=[O:42])[CH2:17][CH2:18][CH2:19][CH2:20][NH:21][C:22]([C@@H:24]([NH:32][S:33]([C:36]2[S:40][CH:39]=[CH:38][CH:37]=2)(=[O:35])=[O:34])[CH2:25][C:26]2[CH:31]=[CH:30][CH:29]=[CH:28][CH:27]=2)=[O:23])[CH2:12][CH:13]([CH3:15])[CH3:14])(=[O:10])=[O:9])=[CH:4][CH:3]=1.[NH2:44]N. The catalyst is C(O)C. The product is [CH3:1][C:2]1[CH:3]=[CH:4][C:5]([S:8]([N:11]([C@H:16]([C:41]([NH:43][NH2:44])=[O:42])[CH2:17][CH2:18][CH2:19][CH2:20][NH:21][C:22]([C@@H:24]([NH:32][S:33]([C:36]2[S:40][CH:39]=[CH:38][CH:37]=2)(=[O:34])=[O:35])[CH2:25][C:26]2[CH:31]=[CH:30][CH:29]=[CH:28][CH:27]=2)=[O:23])[CH2:12][CH:13]([CH3:15])[CH3:14])(=[O:9])=[O:10])=[CH:6][CH:7]=1. The yield is 0.600. (7) The reactants are [O:1]=[C:2]1[CH2:7][O:6][C:5]2[CH:8]=[CH:9][C:10]([CH:12]=[O:13])=[CH:11][C:4]=2[NH:3]1.CI.[C:16](=O)([O-])[O-].[Cs+].[Cs+]. The catalyst is CN(C)C=O. The product is [CH3:16][N:3]1[C:2](=[O:1])[CH2:7][O:6][C:5]2[CH:8]=[CH:9][C:10]([CH:12]=[O:13])=[CH:11][C:4]1=2. The yield is 0.850. (8) The reactants are [CH:1]1[C:13]2[CH:12]([CH2:14][O:15][C:16]([NH:18][C@H:19]([C:23](O)=[O:24])[CH:20]([CH3:22])[CH3:21])=[O:17])[C:11]3[C:6](=[CH:7][CH:8]=[CH:9][CH:10]=3)[C:5]=2[CH:4]=[CH:3][CH:2]=1.ClC1N=C(OC)N=C(OC)N=1.CN1CCOCC1.Cl.[CH3:45][O:46][C@@H:47]([C@@H:56]([NH:61][CH3:62])[C@@H:57]([CH3:60])[CH2:58][CH3:59])[CH2:48][C:49]([O:51][C:52]([CH3:55])([CH3:54])[CH3:53])=[O:50]. The catalyst is CC1CCCO1. The product is [CH:10]1[C:11]2[CH:12]([CH2:14][O:15][C:16]([NH:18][C@H:19]([C:23]([N:61]([CH3:62])[C@@H:56]([C@@H:57]([CH3:60])[CH2:58][CH3:59])[C@H:47]([O:46][CH3:45])[CH2:48][C:49]([O:51][C:52]([CH3:55])([CH3:54])[CH3:53])=[O:50])=[O:24])[CH:20]([CH3:21])[CH3:22])=[O:17])[C:13]3[C:5](=[CH:4][CH:3]=[CH:2][CH:1]=3)[C:6]=2[CH:7]=[CH:8][CH:9]=1. The yield is 0.910. (9) The reactants are [Br:1][C:2]1[CH:3]=[C:4]([CH:16]=[C:17]([Cl:19])[CH:18]=1)[O:5][NH:6][C:7](=[O:15])OC1C=CC=CC=1.[C:20]([NH2:29])([C:23]1[CH:28]=[CH:27][CH:26]=[CH:25][CH:24]=1)([CH3:22])[CH3:21].C(N(CC)CC)C. The catalyst is O1CCCC1. The product is [Br:1][C:2]1[CH:3]=[C:4]([CH:16]=[C:17]([Cl:19])[CH:18]=1)[O:5][NH:6][C:7]([NH:29][C:20]([C:23]1[CH:28]=[CH:27][CH:26]=[CH:25][CH:24]=1)([CH3:22])[CH3:21])=[O:15]. The yield is 0.860. (10) The reactants are [O:1]=[C:2]1[NH:7][CH:6]=[C:5]([C:8](Cl)=[O:9])[CH:4]=[CH:3]1.[NH2:11][C:12]1[CH:13]=[C:14]([O:18][C:19]2[N:24]=[CH:23][C:22]3[N:25]=[C:26]([C:30]4[C:31]([NH2:35])=[N:32][O:33][N:34]=4)[N:27]([CH2:28][CH3:29])[C:21]=3[CH:20]=2)[CH:15]=[CH:16][CH:17]=1.O. The catalyst is N1C=CC=CC=1. The product is [NH2:35][C:31]1[C:30]([C:26]2[N:27]([CH2:28][CH3:29])[C:21]3[CH:20]=[C:19]([O:18][C:14]4[CH:13]=[C:12]([NH:11][C:8]([C:5]5[CH:4]=[CH:3][C:2](=[O:1])[NH:7][CH:6]=5)=[O:9])[CH:17]=[CH:16][CH:15]=4)[N:24]=[CH:23][C:22]=3[N:25]=2)=[N:34][O:33][N:32]=1. The yield is 0.550.